This data is from Catalyst prediction with 721,799 reactions and 888 catalyst types from USPTO. The task is: Predict which catalyst facilitates the given reaction. (1) Reactant: [O:1]1[CH:6]=[CH:5][CH2:4][CH2:3][CH2:2]1.C1(C)C=CC(S([O-])(=O)=O)=CC=1.[NH+]1C=CC=CC=1.[CH2:24]([O:31][C:32]([NH:34][CH2:35][CH2:36][CH2:37][C@@H:38]([NH:41][C:42](=[O:64])[CH2:43][C@H:44]([O:56][CH2:57][C:58]1[CH:63]=[CH:62][CH:61]=[CH:60][CH:59]=1)[CH2:45][CH2:46][CH2:47][CH2:48][CH2:49][CH2:50][CH2:51][CH2:52][CH2:53][CH2:54][CH3:55])[CH2:39][OH:40])=[O:33])[C:25]1[CH:30]=[CH:29][CH:28]=[CH:27][CH:26]=1. Product: [CH2:24]([O:31][C:32]([NH:34][CH2:35][CH2:36][CH2:37][C@@H:38]([NH:41][C:42](=[O:64])[CH2:43][C@H:44]([O:56][CH2:57][C:58]1[CH:59]=[CH:60][CH:61]=[CH:62][CH:63]=1)[CH2:45][CH2:46][CH2:47][CH2:48][CH2:49][CH2:50][CH2:51][CH2:52][CH2:53][CH2:54][CH3:55])[CH2:39][O:40][CH:6]1[CH2:5][CH2:4][CH2:3][CH2:2][O:1]1)=[O:33])[C:25]1[CH:26]=[CH:27][CH:28]=[CH:29][CH:30]=1. The catalyst class is: 2. (2) Reactant: C([O:8][C:9]1[CH:10]=[C:11]2[C:16](=[CH:17][CH:18]=1)[N:15]=[C:14]([NH2:19])[C:13]1[N:20]=[C:21]3[CH2:26][O:25][CH2:24][C@H:23]([CH:27]([CH3:29])[CH3:28])[N:22]3[C:12]2=1)C1C=CC=CC=1.C(Cl)(Cl)Cl. Product: [NH2:19][C:14]1[C:13]2[N:20]=[C:21]3[CH2:26][O:25][CH2:24][C@H:23]([CH:27]([CH3:28])[CH3:29])[N:22]3[C:12]=2[C:11]2[C:16](=[CH:17][CH:18]=[C:9]([OH:8])[CH:10]=2)[N:15]=1. The catalyst class is: 29. (3) Reactant: [C:1]12([C:7]3[CH:8]=[C:9]([CH:15]=[CH:16][CH:17]=3)[C:10]([O:12][CH2:13][CH3:14])=[O:11])[O:6][CH:5]1[CH2:4][CH2:3][CH2:2]2.B(F)(F)F.CCOCC.C(=O)(O)[O-].[Na+]. Product: [O:6]=[C:5]1[CH2:4][CH2:3][CH2:2][CH:1]1[C:7]1[CH:8]=[C:9]([CH:15]=[CH:16][CH:17]=1)[C:10]([O:12][CH2:13][CH3:14])=[O:11]. The catalyst class is: 2. (4) Reactant: [NH2:1][CH2:2][CH:3]([C:5]1[CH:10]=[C:9]([O:11][CH3:12])[CH:8]=[C:7]([O:13][CH3:14])[CH:6]=1)[OH:4].C(N(CC)CC)C.Cl[CH2:23][C:24](Cl)=[O:25].CC(C)([O-])C.[K+].[Cl-].[NH4+]. Product: [CH3:14][O:13][C:7]1[CH:6]=[C:5]([CH:3]2[CH2:2][NH:1][C:24](=[O:25])[CH2:23][O:4]2)[CH:10]=[C:9]([O:11][CH3:12])[CH:8]=1. The catalyst class is: 1. (5) Reactant: [CH2:1]([NH2:8])[C:2]1[CH:7]=[CH:6][CH:5]=[CH:4][CH:3]=1.C(=O)([O-])[O-].[K+].[K+].Cl[CH2:16][C:17]#[N:18]. Product: [CH2:1]([NH:8][CH2:16][C:17]#[N:18])[C:2]1[CH:7]=[CH:6][CH:5]=[CH:4][CH:3]=1. The catalyst class is: 10. (6) Reactant: [O:1]=[C:2]1[N:7]([C:8]2[CH:13]=[CH:12][CH:11]=[C:10]([C:14]([F:17])([F:16])[F:15])[CH:9]=2)[C:6]2[CH2:18][CH2:19][C:20](=[O:21])[C:5]=2[CH:4]([C:22]2[CH:29]=[CH:28][C:25]([C:26]#[N:27])=[CH:24][CH:23]=2)[NH:3]1.C(N(CC)C(C)C)(C)C.Cl[C:40]([O:42][CH2:43][CH3:44])=[O:41]. Product: [C:26]([C:25]1[CH:24]=[CH:23][C:22]([CH:4]2[N:3]([C:40]([O:42][CH2:43][CH3:44])=[O:41])[C:2](=[O:1])[N:7]([C:8]3[CH:13]=[CH:12][CH:11]=[C:10]([C:14]([F:15])([F:16])[F:17])[CH:9]=3)[C:6]3[CH2:18][CH2:19][C:20](=[O:21])[C:5]2=3)=[CH:29][CH:28]=1)#[N:27]. The catalyst class is: 112. (7) Reactant: [Br:1][C:2]1[CH:10]=[CH:9][C:5]([C:6](Cl)=[O:7])=[CH:4][CH:3]=1.[NH:11]1[CH2:15][CH2:14][CH2:13][CH2:12]1.C(N(CC)CC)C. Product: [Br:1][C:2]1[CH:10]=[CH:9][C:5]([C:6]([N:11]2[CH2:15][CH2:14][CH2:13][CH2:12]2)=[O:7])=[CH:4][CH:3]=1. The catalyst class is: 4. (8) Reactant: [F:1][C:2]1[CH:31]=[CH:30][CH:29]=[C:28]([F:32])[C:3]=1[C:4]([NH:6][C:7]([NH:9][C:10]1[CH:15]=[CH:14][C:13]([S:16][C:17]([F:26])([F:25])[C:18]([F:24])([F:23])[C:19]([F:22])([F:21])[F:20])=[CH:12][C:11]=1[F:27])=[O:8])=[O:5].[H-].[Na+].Cl[CH:36]([O:38][CH:39](Cl)Cl)Cl.[Cl-].[NH4+]. Product: [F:1][C:2]1[CH:31]=[CH:30][CH:29]=[C:28]([F:32])[C:3]=1[C:4]([N:6]1[C:7](=[O:8])[N:9]([C:10]2[CH:15]=[CH:14][C:13]([S:16][C:17]([F:25])([F:26])[C:18]([F:24])([F:23])[C:19]([F:21])([F:20])[F:22])=[CH:12][C:11]=2[F:27])[CH2:39][O:38][CH2:36]1)=[O:5]. The catalyst class is: 264. (9) Reactant: [O:1]([CH2:8][C:9]1[CH:14]=[CH:13][C:12]([C:15]2[NH:36][C:18]3=[N:19][CH:20]=[C:21]([CH:23]4[CH2:28][CH2:27][N:26](C(OC(C)(C)C)=O)[CH2:25][CH2:24]4)[CH:22]=[C:17]3[N:16]=2)=[CH:11][CH:10]=1)[C:2]1[CH:7]=[CH:6][CH:5]=[CH:4][CH:3]=1.C(O)(C(F)(F)F)=O. Product: [O:1]([CH2:8][C:9]1[CH:10]=[CH:11][C:12]([C:15]2[NH:36][C:18]3=[N:19][CH:20]=[C:21]([CH:23]4[CH2:28][CH2:27][NH:26][CH2:25][CH2:24]4)[CH:22]=[C:17]3[N:16]=2)=[CH:13][CH:14]=1)[C:2]1[CH:3]=[CH:4][CH:5]=[CH:6][CH:7]=1. The catalyst class is: 2. (10) Reactant: Cl[C:2]1[C:7]([O:8][C:9]2[CH:14]=[CH:13][CH:12]=[C:11]([O:15][CH3:16])[CH:10]=2)=[C:6]([Cl:17])[N:5]=[C:4]([N:18]2[CH2:23][CH2:22][O:21][CH2:20][CH2:19]2)[N:3]=1.[K].[C:25]1([CH2:31][CH2:32][S:33]([NH2:36])(=[O:35])=[O:34])[CH:30]=[CH:29][CH:28]=[CH:27][CH:26]=1. Product: [Cl:17][C:6]1[N:5]=[C:4]([N:18]2[CH2:23][CH2:22][O:21][CH2:20][CH2:19]2)[N:3]=[C:2]([NH:36][S:33]([CH2:32][CH2:31][C:25]2[CH:30]=[CH:29][CH:28]=[CH:27][CH:26]=2)(=[O:34])=[O:35])[C:7]=1[O:8][C:9]1[CH:14]=[CH:13][CH:12]=[C:11]([O:15][CH3:16])[CH:10]=1. The catalyst class is: 58.